From a dataset of Peptide-MHC class I binding affinity with 185,985 pairs from IEDB/IMGT. Regression. Given a peptide amino acid sequence and an MHC pseudo amino acid sequence, predict their binding affinity value. This is MHC class I binding data. The peptide sequence is TPQDNQLAYV. The MHC is HLA-B51:01 with pseudo-sequence HLA-B51:01. The binding affinity (normalized) is 0.114.